Dataset: Catalyst prediction with 721,799 reactions and 888 catalyst types from USPTO. Task: Predict which catalyst facilitates the given reaction. (1) Reactant: [NH:1]1[C:5]([C:6]2[O:10][N:9]=[C:8]([N:11]3[CH2:16][CH2:15][N:14]([C:17]([O:19][CH2:20][C:21]4[CH:26]=[CH:25][CH:24]=[CH:23][CH:22]=4)=[O:18])[CH2:13][CH2:12]3)[CH:7]=2)=[N:4][N:3]=[N:2]1.C(N(CC)CC)C.Br[CH2:35][C:36]([O:38][CH2:39][CH3:40])=[O:37]. Product: [CH2:39]([O:38][C:36](=[O:37])[CH2:35][N:3]1[N:2]=[N:1][C:5]([C:6]2[O:10][N:9]=[C:8]([N:11]3[CH2:12][CH2:13][N:14]([C:17]([O:19][CH2:20][C:21]4[CH:26]=[CH:25][CH:24]=[CH:23][CH:22]=4)=[O:18])[CH2:15][CH2:16]3)[CH:7]=2)=[N:4]1)[CH3:40]. The catalyst class is: 1. (2) Reactant: [CH:1]1([C:4]2[CH:5]=[N:6][C:7]([NH:13][C:14]3[CH:15]=[C:16]4[C:20](=[C:21](/[CH:23]=[CH:24]/[C:25]([CH3:28])([CH3:27])[CH3:26])[CH:22]=3)[N:19]([CH3:29])[CH:18]=[CH:17]4)=[C:8]([CH:12]=2)[C:9]([OH:11])=[O:10])[CH2:3][CH2:2]1. Product: [CH:1]1([C:4]2[CH:5]=[N:6][C:7]([NH:13][C:14]3[CH:15]=[C:16]4[C:20](=[C:21]([CH2:23][CH2:24][C:25]([CH3:27])([CH3:26])[CH3:28])[CH:22]=3)[N:19]([CH3:29])[CH:18]=[CH:17]4)=[C:8]([CH:12]=2)[C:9]([OH:11])=[O:10])[CH2:2][CH2:3]1. The catalyst class is: 105.